This data is from Forward reaction prediction with 1.9M reactions from USPTO patents (1976-2016). The task is: Predict the product of the given reaction. (1) The product is: [NH:3]1[C:7]2[CH2:8][CH2:9][CH2:10][CH2:11][C:6]=2[N:5]=[C:4]1[C:12]1[C:24]2[C:23]3[C:18](=[CH:19][CH:20]=[CH:21][CH:22]=3)[CH:17]([NH2:25])[C:16]=2[CH:15]=[CH:14][CH:13]=1. Given the reactants [H][H].[NH:3]1[C:7]2[CH2:8][CH2:9][CH2:10][CH2:11][C:6]=2[N:5]=[C:4]1[C:12]1[C:24]2[C:23]3[C:18](=[CH:19][CH:20]=[CH:21][CH:22]=3)[C:17](=[N:25]O)[C:16]=2[CH:15]=[CH:14][CH:13]=1, predict the reaction product. (2) Given the reactants [C:1]([C:3]1[N:4]=[CH:5][C:6]([NH:20][C@H:21]([CH2:25][CH:26]([CH3:28])[CH3:27])[C:22]([NH2:24])=[O:23])=[N:7][C:8]=1[NH:9][C:10]1[CH:11]=[C:12]2[C:17](=[CH:18][CH:19]=1)[N:16]=[CH:15][CH:14]=[CH:13]2)#[N:2].[OH-].[Na+].OO.CC(O)=[O:35], predict the reaction product. The product is: [NH2:24][C:22](=[O:23])[C@H:21]([NH:20][C:6]1[N:7]=[C:8]([NH:9][C:10]2[CH:11]=[C:12]3[C:17](=[CH:18][CH:19]=2)[N:16]=[CH:15][CH:14]=[CH:13]3)[C:3]([C:1]([NH2:2])=[O:35])=[N:4][CH:5]=1)[CH2:25][CH:26]([CH3:28])[CH3:27]. (3) Given the reactants Cl.[CH2:2]([N:9]1[CH2:14][CH2:13][C:12](=O)[CH:11](C(OC)=O)[CH2:10]1)[C:3]1[CH:8]=[CH:7][CH:6]=[CH:5][CH:4]=1.[C:20](=[O:23])(O)O.[NH2:24][C:25]([NH2:27])=[NH:26], predict the reaction product. The product is: [NH2:26][C:25]1[NH:27][C:20](=[O:23])[C:12]2[CH2:13][CH2:14][N:9]([CH2:2][C:3]3[CH:4]=[CH:5][CH:6]=[CH:7][CH:8]=3)[CH2:10][C:11]=2[N:24]=1. (4) Given the reactants C([Si]([O:8][C:9]1[CH:14]=[C:13]([C:15]([F:18])([F:17])[F:16])[CH:12]=[CH:11][C:10]=1[CH:19]1[CH2:21][CH2:20]1)(C)C)(C)(C)C.C1(B(O)O)CC1, predict the reaction product. The product is: [CH:19]1([C:10]2[CH:11]=[CH:12][C:13]([C:15]([F:17])([F:18])[F:16])=[CH:14][C:9]=2[OH:8])[CH2:20][CH2:21]1.